From a dataset of Tyrosyl-DNA phosphodiesterase HTS with 341,365 compounds. Binary Classification. Given a drug SMILES string, predict its activity (active/inactive) in a high-throughput screening assay against a specified biological target. (1) The molecule is O1C(n2c3ncnc4n(nc(N)c(c2)c34)C)C(O)C(O)C1CO. The result is 1 (active). (2) The compound is O=C1N2C(C(CC1CC(=O)NCCCOC)C(=O)N1CCCCC1)(c1[nH]c3c(c1CC2)ccc(c3)CCC(=O)N(C)C)CCc1ccccc1. The result is 0 (inactive). (3) The molecule is O=C(N1CCC1)C(NC(=O)c1ccc(OCC)cc1)C(C)C. The result is 0 (inactive). (4) The drug is o1c2c(CCCC2)c2c1ccc(OCC(=O)Nc1ncccc1C)c2. The result is 0 (inactive). (5) The compound is Fc1ccc(CN2C(=O)C(/NC2=O)=C/c2oc(c3c(cc(cc3)C(O)=O)C)cc2)cc1. The result is 1 (active).